From a dataset of Reaction yield outcomes from USPTO patents with 853,638 reactions. Predict the reaction yield, written as a fraction of the theoretical maximum amount of product (1.0 means a 100% yield; for example, 0.34 means a 34% yield). (1) The reactants are Br[C:2]1[CH:3]=[N:4][CH:5]=[C:6]([C:8]([F:11])([F:10])[F:9])[CH:7]=1.[C:12](=[NH:25])([C:19]1[CH:24]=[CH:23][CH:22]=[CH:21][CH:20]=1)[C:13]1[CH:18]=[CH:17][CH:16]=[CH:15][CH:14]=1.C([O-])([O-])=O.[Cs+].[Cs+].O. The catalyst is O1CCOCC1.C1C=CC(/C=C/C(/C=C/C2C=CC=CC=2)=O)=CC=1.C1C=CC(/C=C/C(/C=C/C2C=CC=CC=2)=O)=CC=1.C1C=CC(/C=C/C(/C=C/C2C=CC=CC=2)=O)=CC=1.[Pd].[Pd].C1C=CC(P(C2C(C3C(P(C4C=CC=CC=4)C4C=CC=CC=4)=CC=C4C=3C=CC=C4)=C3C(C=CC=C3)=CC=2)C2C=CC=CC=2)=CC=1. The product is [C:19]1([C:12]([C:13]2[CH:14]=[CH:15][CH:16]=[CH:17][CH:18]=2)=[N:25][C:2]2[CH:3]=[N:4][CH:5]=[C:6]([C:8]([F:11])([F:10])[F:9])[CH:7]=2)[CH:20]=[CH:21][CH:22]=[CH:23][CH:24]=1. The yield is 0.980. (2) The reactants are C([Li])CCC.CCCCCC.Br[C:13]1[CH:29]=[CH:28][C:16]([O:17][Si:18]([CH:25]([CH3:27])[CH3:26])([CH:22]([CH3:24])[CH3:23])[CH:19]([CH3:21])[CH3:20])=[CH:15][C:14]=1[O:30][CH3:31].[Na].[Cl:33][C:34]1[CH:35]=[C:36]2[C:40](=[CH:41][CH:42]=1)[NH:39][C:38](=[O:43])[C:37]2=[O:44].ClC1C=C2C(=CC=1)NC(=O)C2=O.[H-].[Na+].[Cl-].[NH4+]. The catalyst is C1COCC1. The product is [Cl:33][C:34]1[CH:35]=[C:36]2[C:40](=[CH:41][CH:42]=1)[NH:39][C:38](=[O:43])[C:37]2([OH:44])[C:13]1[CH:29]=[CH:28][C:16]([O:17][Si:18]([CH:25]([CH3:27])[CH3:26])([CH:22]([CH3:24])[CH3:23])[CH:19]([CH3:21])[CH3:20])=[CH:15][C:14]=1[O:30][CH3:31]. The yield is 0.410. (3) The yield is 0.810. The catalyst is CO.[H][H].[Pd]. The reactants are [N+:1]([C:4]1[CH:5]=[N:6][CH:7]=[CH:8][C:9]=1[CH2:10][CH2:11][OH:12])([O-])=O. The product is [NH2:1][C:4]1[CH:5]=[N:6][CH:7]=[CH:8][C:9]=1[CH2:10][CH2:11][OH:12]. (4) The reactants are [O:1]1[CH:5]=[CH:4][C:3]([C@H:6]([C:12]2[CH:17]=[CH:16][C:15]([O:18][CH2:19][C:20]3[S:21][C:22]([C:25]4[CH:30]=[CH:29][C:28]([C:31]([F:34])([F:33])[F:32])=[CH:27][CH:26]=4)=[CH:23][CH:24]=3)=[CH:14][CH:13]=2)[CH2:7][C:8]([O:10]C)=[O:9])=[N:2]1.[Li+].[OH-]. The catalyst is C1COCC1.CO. The product is [O:1]1[CH:5]=[CH:4][C:3]([C@H:6]([C:12]2[CH:13]=[CH:14][C:15]([O:18][CH2:19][C:20]3[S:21][C:22]([C:25]4[CH:26]=[CH:27][C:28]([C:31]([F:34])([F:32])[F:33])=[CH:29][CH:30]=4)=[CH:23][CH:24]=3)=[CH:16][CH:17]=2)[CH2:7][C:8]([OH:10])=[O:9])=[N:2]1. The yield is 0.830. (5) The reactants are C([O:5][C:6](=[O:45])[CH:7]([NH:21][C:22]1[C:27]([NH:28][CH2:29][S:30]([C:33]2[CH:38]=[CH:37][C:36]([F:39])=[CH:35][CH:34]=2)(=[O:32])=[O:31])=[CH:26][N:25]=[C:24]([N:40]([CH2:43][CH3:44])[CH2:41][CH3:42])[N:23]=1)[CH2:8][C:9]1[CH:14]=[CH:13][C:12]([O:15][C:16](=[O:20])[N:17]([CH3:19])[CH3:18])=[CH:11][CH:10]=1)(C)(C)C.[ClH:46]. The catalyst is C(O)=O. The product is [ClH:46].[CH2:43]([N:40]([CH2:41][CH3:42])[C:24]1[N:23]=[C:22]([NH:21][CH:7]([CH2:8][C:9]2[CH:14]=[CH:13][C:12]([O:15][C:16](=[O:20])[N:17]([CH3:18])[CH3:19])=[CH:11][CH:10]=2)[C:6]([OH:45])=[O:5])[C:27]([NH:28][CH2:29][S:30]([C:33]2[CH:38]=[CH:37][C:36]([F:39])=[CH:35][CH:34]=2)(=[O:31])=[O:32])=[CH:26][N:25]=1)[CH3:44]. The yield is 0.960. (6) The reactants are Cl[C:2]1[CH:7]=[CH:6][N:5]2[C:8]([C:11]3[CH:12]=[C:13]([NH:17][C:18]([NH:20][CH2:21][C:22]([F:25])([F:24])[F:23])=[O:19])[CH:14]=[CH:15][CH:16]=3)=[CH:9][N:10]=[C:4]2[CH:3]=1.CC1(C)C(C)(C)OB([C:34]2[CH:40]=[CH:39][CH:38]=[CH:37][C:35]=2[NH2:36])O1.C(=O)([O-])[O-].[Cs+].[Cs+]. The catalyst is C1COCC1.O.CC(C)([P](C(C)(C)C)([Pd][P](C(C)(C)C)(C(C)(C)C)C(C)(C)C)C(C)(C)C)C. The product is [NH2:36][C:35]1[CH:37]=[CH:38][CH:39]=[CH:40][C:34]=1[C:2]1[CH:7]=[CH:6][N:5]2[C:8]([C:11]3[CH:12]=[C:13]([NH:17][C:18]([NH:20][CH2:21][C:22]([F:25])([F:24])[F:23])=[O:19])[CH:14]=[CH:15][CH:16]=3)=[CH:9][N:10]=[C:4]2[CH:3]=1. The yield is 0.900.